This data is from Full USPTO retrosynthesis dataset with 1.9M reactions from patents (1976-2016). The task is: Predict the reactants needed to synthesize the given product. (1) Given the product [Cl:29][C:17]1[CH:16]=[C:15]([NH:14][C:12]2[N:11]=[CH:10][N:9]=[C:8]3[NH:7][N:6]=[C:5]([O:4][CH2:3][CH2:2][N:30]4[CH2:34][CH2:33][CH2:32][C@@H:31]4[CH2:35][OH:36])[C:13]=23)[CH:20]=[CH:19][C:18]=1[O:21][C:22]1[CH:23]=[N:24][C:25]([CH3:28])=[CH:26][CH:27]=1, predict the reactants needed to synthesize it. The reactants are: Cl[CH2:2][CH2:3][O:4][C:5]1[C:13]2[C:8](=[N:9][CH:10]=[N:11][C:12]=2[NH:14][C:15]2[CH:20]=[CH:19][C:18]([O:21][C:22]3[CH:23]=[N:24][C:25]([CH3:28])=[CH:26][CH:27]=3)=[C:17]([Cl:29])[CH:16]=2)[NH:7][N:6]=1.[NH:30]1[CH2:34][CH2:33][CH2:32][C@@H:31]1[CH2:35][OH:36]. (2) Given the product [F:1][CH2:2][C:3]1[CH:12]=[CH:11][C:6]([C:7]([OH:9])=[O:8])=[CH:5][CH:4]=1, predict the reactants needed to synthesize it. The reactants are: [F:1][CH2:2][C:3]1[CH:12]=[CH:11][C:6]([C:7]([O:9]C)=[O:8])=[CH:5][CH:4]=1.[OH-].[Na+].Cl. (3) Given the product [C:1]([C:4]1[C:9]([O:10][CH2:11][CH2:12][NH:13][C:14](=[O:20])[O:15][C:16]([CH3:19])([CH3:18])[CH3:17])=[C:8]([CH:21]=[O:26])[C:7]([CH3:23])=[C:6]([Cl:24])[CH:5]=1)(=[O:3])[CH3:2], predict the reactants needed to synthesize it. The reactants are: [C:1]([C:4]1[C:9]([O:10][CH2:11][CH2:12][NH:13][C:14](=[O:20])[O:15][C:16]([CH3:19])([CH3:18])[CH3:17])=[C:8]([CH:21]=C)[C:7]([CH3:23])=[C:6]([Cl:24])[CH:5]=1)(=[O:3])[CH3:2].I([O-])(=O)(=O)=[O:26].[Na+].C(OCC)(=O)C. (4) Given the product [CH2:11]([O:10][C:8]([C:6]1[NH:7][C:3]([C:1]([OH:21])=[O:2])=[CH:4][C:5]=1[CH3:13])=[O:9])[CH3:12], predict the reactants needed to synthesize it. The reactants are: [CH:1]([C:3]1[NH:7][C:6]([C:8]([O:10][CH2:11][CH3:12])=[O:9])=[C:5]([CH3:13])[CH:4]=1)=[O:2].CC(CC)=C.O.P([O-])(O)(O)=[O:21].[Na+].Cl([O-])=O.[Na+].Cl.